From a dataset of Catalyst prediction with 721,799 reactions and 888 catalyst types from USPTO. Predict which catalyst facilitates the given reaction. (1) Reactant: C([Si](CC)(CC)[C:4]1[NH:12][C:7]2=[CH:8][N:9]=[CH:10][CH:11]=[C:6]2[C:5]=1[CH2:13][CH2:14][OH:15])C.CCCC[N+](CCCC)(CCCC)CCCC.[F-].O. Product: [NH:12]1[C:7]2=[CH:8][N:9]=[CH:10][CH:11]=[C:6]2[C:5]([CH2:13][CH2:14][OH:15])=[CH:4]1. The catalyst class is: 20. (2) Reactant: [CH:1]1([C:4]2[C:5]([CH:16]3[CH2:19][C:18]([F:21])([F:20])[CH2:17]3)=[CH:6][C:7]([O:14][CH3:15])=[C:8]([CH:13]=2)[C:9](OC)=[O:10])[CH2:3][CH2:2]1.[H-].[Al+3].[Li+].[H-].[H-].[H-].[OH-].[Na+].O. Product: [CH:1]1([C:4]2[C:5]([CH:16]3[CH2:17][C:18]([F:20])([F:21])[CH2:19]3)=[CH:6][C:7]([O:14][CH3:15])=[C:8]([CH:13]=2)[CH:9]=[O:10])[CH2:2][CH2:3]1. The catalyst class is: 1. (3) Reactant: C([O:4][CH2:5][CH2:6][CH:7]([C:9]1[S:10][C:11]([C:14]2[N:19]=[C:18]([NH:20][C:21]3[CH:25]=[C:24]([CH:26]4[CH2:28][CH2:27]4)[NH:23][N:22]=3)[C:17]([C:29]#[CH:30])=[CH:16][N:15]=2)=[CH:12][CH:13]=1)[OH:8])(=O)C.[OH-].[Na+].O. Product: [CH:26]1([C:24]2[NH:23][N:22]=[C:21]([NH:20][C:18]3[C:17]([C:29]#[CH:30])=[CH:16][N:15]=[C:14]([C:11]4[S:10][C:9]([CH:7]([OH:8])[CH2:6][CH2:5][OH:4])=[CH:13][CH:12]=4)[N:19]=3)[CH:25]=2)[CH2:28][CH2:27]1. The catalyst class is: 5. (4) Reactant: [F:1][C:2]1[CH:44]=[CH:43][C:5]([C:6]([C:8]2[CH:17]=[CH:16][CH:15]=[C:14]3[C:9]=2[CH:10]=[CH:11][CH:12]=[C:13]3[C:18]2[C:30]3[C:29]4[C:24](=[CH:25][C:26]([C:31]([N:33]5[CH2:38][CH2:37][N:36]([CH3:39])[CH2:35][CH2:34]5)=[O:32])=[CH:27][CH:28]=4)[NH:23][C:22]=3[C:21]([C:40]([NH2:42])=[O:41])=[CH:20][CH:19]=2)=[O:7])=[CH:4][CH:3]=1.[BH4-].[Na+]. Product: [F:1][C:2]1[CH:44]=[CH:43][C:5]([CH:6]([OH:7])[C:8]2[CH:17]=[CH:16][CH:15]=[C:14]3[C:9]=2[CH:10]=[CH:11][CH:12]=[C:13]3[C:18]2[C:30]3[C:29]4[C:24](=[CH:25][C:26]([C:31]([N:33]5[CH2:34][CH2:35][N:36]([CH3:39])[CH2:37][CH2:38]5)=[O:32])=[CH:27][CH:28]=4)[NH:23][C:22]=3[C:21]([C:40]([NH2:42])=[O:41])=[CH:20][CH:19]=2)=[CH:4][CH:3]=1. The catalyst class is: 361. (5) Reactant: C[C:2]1[CH:3]=[N:4][NH:5][CH:6]=1.[Li][CH2:8][CH2:9]CC.C(O[B:16]1[O:20][C:19]([CH3:22])([CH3:21])[C:18]([CH3:24])([CH3:23])[O:17]1)(C)C. Product: [CH2:8]([N:5]1[C:6]([B:16]2[O:20][C:19]([CH3:22])([CH3:21])[C:18]([CH3:24])([CH3:23])[O:17]2)=[CH:2][CH:3]=[N:4]1)[CH3:9]. The catalyst class is: 625. (6) Reactant: [F:1][C:2]1[CH:3]=[C:4]([CH:29]=[CH:30][CH:31]=1)[O:5][C:6]1[CH:28]=[CH:27][C:9]([O:10][C:11]2[N:19]=[CH:18][C:17]([NH:20][CH:21]3[CH2:26][CH2:25][CH2:24][NH:23][CH2:22]3)=[CH:16][C:12]=2[C:13]([NH2:15])=[O:14])=[CH:8][CH:7]=1.C(N(CC)C(C)C)(C)C.[C:41](Cl)(=[O:45])/[CH:42]=[CH:43]/[CH3:44]. Product: [C:41]([N:23]1[CH2:24][CH2:25][CH2:26][CH:21]([NH:20][C:17]2[CH:18]=[N:19][C:11]([O:10][C:9]3[CH:27]=[CH:28][C:6]([O:5][C:4]4[CH:29]=[CH:30][CH:31]=[C:2]([F:1])[CH:3]=4)=[CH:7][CH:8]=3)=[C:12]([CH:16]=2)[C:13]([NH2:15])=[O:14])[CH2:22]1)(=[O:45])/[CH:42]=[CH:43]/[CH3:44]. The catalyst class is: 2.